From a dataset of Forward reaction prediction with 1.9M reactions from USPTO patents (1976-2016). Predict the product of the given reaction. (1) The product is: [CH3:1][O:2][C:3]1[C:4]2[N:17]=[C:16]([NH:18][C:24](=[O:25])[C:23]3[CH:27]=[CH:28][N:29]=[C:21]([CH2:20][N:39]4[CH2:44][CH2:43][O:42][CH2:41][CH2:40]4)[CH:22]=3)[S:15][C:5]=2[C:6]([N:9]2[CH2:10][CH2:11][O:12][CH2:13][CH2:14]2)=[N:7][CH:8]=1. Given the reactants [CH3:1][O:2][C:3]1[C:4]2[N:17]=[C:16]([NH2:18])[S:15][C:5]=2[C:6]([N:9]2[CH2:14][CH2:13][O:12][CH2:11][CH2:10]2)=[N:7][CH:8]=1.Cl[CH2:20][C:21]1[CH:22]=[C:23]([CH:27]=[CH:28][N:29]=1)[C:24](Cl)=[O:25].C(N(C(C)C)C(C)C)C.[NH:39]1[CH2:44][CH2:43][O:42][CH2:41][CH2:40]1, predict the reaction product. (2) Given the reactants Cl[CH2:2][C:3]1[CH:15]=[CH:14][C:6]([O:7][CH2:8][C:9]([O:11][CH2:12][CH3:13])=[O:10])=[C:5]([CH3:16])[CH:4]=1.[I-].[Na+].[CH2:19]([NH:23][C:24]1[C:25]([CH3:37])=[C:26]([C:30]2[CH:35]=[CH:34][C:33]([CH3:36])=[CH:32][CH:31]=2)[CH:27]=[CH:28][CH:29]=1)[CH2:20][CH2:21][CH3:22], predict the reaction product. The product is: [CH2:19]([N:23]([CH2:2][C:3]1[CH:15]=[CH:14][C:6]([O:7][CH2:8][C:9]([O:11][CH2:12][CH3:13])=[O:10])=[C:5]([CH3:16])[CH:4]=1)[C:24]1[C:25]([CH3:37])=[C:26]([C:30]2[CH:35]=[CH:34][C:33]([CH3:36])=[CH:32][CH:31]=2)[CH:27]=[CH:28][CH:29]=1)[CH2:20][CH2:21][CH3:22]. (3) Given the reactants [Cl:1][C:2]1[CH:7]=[CH:6][CH:5]=[CH:4][C:3]=1[C:8]#[CH:9].[F:10][C:11]([F:32])([F:31])[C:12]1[CH:13]=[C:14]([CH:24]=[C:25]([C:27]([F:30])([F:29])[F:28])[CH:26]=1)[CH2:15][N:16]1[C:20]([Cl:21])=[C:19]([CH:22]=[O:23])[N:18]=[N:17]1.O.Cl, predict the reaction product. The product is: [F:30][C:27]([F:28])([F:29])[C:25]1[CH:24]=[C:14]([CH:13]=[C:12]([C:11]([F:10])([F:32])[F:31])[CH:26]=1)[CH2:15][N:16]1[C:20]([Cl:21])=[C:19]([CH:22]([OH:23])[C:9]#[C:8][C:3]2[CH:4]=[CH:5][CH:6]=[CH:7][C:2]=2[Cl:1])[N:18]=[N:17]1. (4) Given the reactants [CH3:1][C:2]1[O:6][C:5]([C:7]2[CH:8]=[C:9]3[C:14](=[CH:15][CH:16]=2)[N:13]=[CH:12][NH:11][C:10]3=O)=[N:4][N:3]=1.P(Cl)(Cl)([Cl:20])=O, predict the reaction product. The product is: [Cl:20][C:10]1[C:9]2[C:14](=[CH:15][CH:16]=[C:7]([C:5]3[O:6][C:2]([CH3:1])=[N:3][N:4]=3)[CH:8]=2)[N:13]=[CH:12][N:11]=1. (5) Given the reactants [NH3:1].[CH3:2][O:3][C:4]1[CH:9]=[C:8]([CH3:10])[C:7]([S:11](Cl)(=[O:13])=[O:12])=[C:6]([CH3:15])[C:5]=1[CH3:16].C(Cl)Cl, predict the reaction product. The product is: [CH3:2][O:3][C:4]1[CH:9]=[C:8]([CH3:10])[C:7]([S:11]([NH2:1])(=[O:13])=[O:12])=[C:6]([CH3:15])[C:5]=1[CH3:16]. (6) Given the reactants [C:1]([C:4]1[C:9]([C:10]2[CH:15]=[CH:14][CH:13]=[CH:12][CH:11]=2)=[N:8][N:7]([CH2:16][CH3:17])[C:6](=[O:18])[C:5]=1[N+:19]([O-])=O)(=[O:3])[CH3:2].N[C:23]1[O:27][N:26]=[C:25]([CH3:28])[CH:24]=1, predict the reaction product. The product is: [C:1]([C:4]1[C:9]([C:10]2[CH:11]=[CH:12][CH:13]=[CH:14][CH:15]=2)=[N:8][N:7]([CH2:16][CH3:17])[C:6](=[O:18])[C:5]=1[NH:19][C:23]1[O:27][N:26]=[C:25]([CH3:28])[CH:24]=1)(=[O:3])[CH3:2]. (7) Given the reactants [Br:1][C:2]1[CH:3]=[CH:4][C:5]([O:10][CH2:11][CH:12]2[CH2:14][O:13]2)=[C:6]([CH:9]=1)C=O.C1C=C(Cl)C=C([C:22]([O:24]O)=[O:23])C=1.C(=O)(O)[O-].[Na+], predict the reaction product. The product is: [CH:22]([O:24][C:6]1[CH:9]=[C:2]([Br:1])[CH:3]=[CH:4][C:5]=1[O:10][CH2:11][CH:12]1[CH2:14][O:13]1)=[O:23].